From a dataset of Forward reaction prediction with 1.9M reactions from USPTO patents (1976-2016). Predict the product of the given reaction. (1) Given the reactants [C:1]([C:4]1[S:8][C:7](B(O)O)=[CH:6][CH:5]=1)(=[O:3])[CH3:2].[Br:12][C:13]1[CH:18]=[CH:17][C:16](I)=[CH:15][CH:14]=1, predict the reaction product. The product is: [Br:12][C:13]1[CH:18]=[CH:17][C:16]([C:7]2[S:8][C:4]([C:1](=[O:3])[CH3:2])=[CH:5][CH:6]=2)=[CH:15][CH:14]=1. (2) Given the reactants [F:1][C:2]1[CH:3]=[C:4]([CH:21]=[CH:22][C:23]=1[F:24])[O:5][CH2:6][CH:7](O)[CH2:8][NH:9][C:10](=[O:19])[O:11][CH2:12][C:13]1[CH:18]=[CH:17][CH:16]=[CH:15][CH:14]=1.[C:25]1(=[O:35])[C:33]2[C:28](=[CH:29][CH:30]=[CH:31][CH:32]=2)[C:27](=[O:34])[NH:26]1, predict the reaction product. The product is: [F:1][C:2]1[CH:3]=[C:4]([CH:21]=[CH:22][C:23]=1[F:24])[O:5][CH2:6][CH:7]([N:26]1[C:27](=[O:34])[C:28]2[C:33](=[CH:32][CH:31]=[CH:30][CH:29]=2)[C:25]1=[O:35])[CH2:8][NH:9][C:10](=[O:19])[O:11][CH2:12][C:13]1[CH:18]=[CH:17][CH:16]=[CH:15][CH:14]=1. (3) Given the reactants [CH2:1]([NH:8][C:9]1[N:13]([CH3:14])[C:12]2[CH:15]=[CH:16][C:17]([N:19]([C:21]3[CH:26]=[CH:25][N:24]=[C:23]([Cl:27])[N:22]=3)[CH3:20])=[CH:18][C:11]=2[N:10]=1)[C:2]1[CH:7]=[CH:6][CH:5]=[CH:4][CH:3]=1.[NH2:28][C:29]1[CH:30]=[CH:31][C:32]([CH3:39])=[C:33]([S:35]([NH2:38])(=[O:37])=[O:36])[CH:34]=1, predict the reaction product. The product is: [ClH:27].[CH2:1]([NH:8][C:9]1[N:13]([CH3:14])[C:12]2[CH:15]=[CH:16][C:17]([N:19]([CH3:20])[C:21]3[CH:26]=[CH:25][N:24]=[C:23]([NH:28][C:29]4[CH:30]=[CH:31][C:32]([CH3:39])=[C:33]([S:35]([NH2:38])(=[O:36])=[O:37])[CH:34]=4)[N:22]=3)=[CH:18][C:11]=2[N:10]=1)[C:2]1[CH:7]=[CH:6][CH:5]=[CH:4][CH:3]=1.